From a dataset of Catalyst prediction with 721,799 reactions and 888 catalyst types from USPTO. Predict which catalyst facilitates the given reaction. (1) Product: [C:29]([O:33][C:34]([NH:36][C:37]1[CH:42]=[CH:41][CH:40]=[CH:39][C:38]=1[NH:43][C:24](=[O:26])[C:23]1[CH:27]=[CH:28][C:20]([Cl:19])=[N:21][CH:22]=1)=[O:35])([CH3:32])([CH3:30])[CH3:31]. The catalyst class is: 9. Reactant: ClC1N=C(OC)N=C(OC)N=1.CN1CCOCC1.[Cl:19][C:20]1[CH:28]=[CH:27][C:23]([C:24]([OH:26])=O)=[CH:22][N:21]=1.[C:29]([O:33][C:34]([NH:36][C:37]1[CH:42]=[CH:41][CH:40]=[CH:39][C:38]=1[NH2:43])=[O:35])([CH3:32])([CH3:31])[CH3:30]. (2) Reactant: [C:1]([N:4]1[C:12]2[C:7](=[CH:8][C:9]([O:13][CH3:14])=[CH:10][CH:11]=2)[C:6]([CH3:16])([CH3:15])[CH2:5]1)(=[O:3])[CH3:2].[N+:17]([O-])([O-:19])=[O:18].[K+].O. Product: [C:1]([N:4]1[C:12]2[C:7](=[CH:8][C:9]([O:13][CH3:14])=[C:10]([N+:17]([O-:19])=[O:18])[CH:11]=2)[C:6]([CH3:16])([CH3:15])[CH2:5]1)(=[O:3])[CH3:2]. The catalyst class is: 55. (3) The catalyst class is: 4. Reactant: FC(F)(F)C(O)=O.[F:8][C:9]1[C:37]([N:38]2[CH2:43][CH2:42][N:41]([CH3:44])[CH2:40][CH2:39]2)=[CH:36][C:12]2[NH:13][C:14]([C:16]3[C:20]([NH:21][C:22]([N:24]4[CH2:29][CH2:28][CH2:27][CH2:26][CH2:25]4)=[O:23])=[CH:19][N:18](C4CCCCO4)[N:17]=3)=[N:15][C:11]=2[CH:10]=1. Product: [F:8][C:9]1[C:37]([N:38]2[CH2:39][CH2:40][N:41]([CH3:44])[CH2:42][CH2:43]2)=[CH:36][C:12]2[NH:13][C:14]([C:16]3[C:20]([NH:21][C:22]([N:24]4[CH2:25][CH2:26][CH2:27][CH2:28][CH2:29]4)=[O:23])=[CH:19][NH:18][N:17]=3)=[N:15][C:11]=2[CH:10]=1. (4) Reactant: [C:1]([NH:4][C:5]1[S:6][C:7]([S:11](Cl)(=[O:13])=[O:12])=[C:8]([CH3:10])[N:9]=1)(=[O:3])[CH3:2].[NH4+:15].[OH-]. Product: [CH3:10][C:8]1[N:9]=[C:5]([NH:4][C:1](=[O:3])[CH3:2])[S:6][C:7]=1[S:11](=[O:13])(=[O:12])[NH2:15]. The catalyst class is: 1. (5) Reactant: Cl.[Cl:2][C:3]1[CH:4]=[C:5]([CH:10]([O:22][C:23]2[CH:28]=[CH:27][CH:26]=[CH:25][CH:24]=2)[CH:11]2[CH2:14][N:13](C(OC(C)(C)C)=O)[CH2:12]2)[CH:6]=[CH:7][C:8]=1[Cl:9]. Product: [ClH:2].[Cl:2][C:3]1[CH:4]=[C:5]([CH:10]([O:22][C:23]2[CH:24]=[CH:25][CH:26]=[CH:27][CH:28]=2)[CH:11]2[CH2:14][NH:13][CH2:12]2)[CH:6]=[CH:7][C:8]=1[Cl:9]. The catalyst class is: 5. (6) Reactant: F[C:2]1[C:7]([C:8]2[N:16]=[C:15]([CH3:17])[N:14]=[C:13]3[C:9]=2[N:10]=[CH:11][N:12]3C2CCCCO2)=[CH:6][CH:5]=[CH:4][N:3]=1.[NH2:24][C:25]1[CH:26]=[C:27]([NH:32][S:33]([CH3:36])(=[O:35])=[O:34])[C:28]([Cl:31])=[N:29][CH:30]=1.[Li+].C[Si]([N-][Si](C)(C)C)(C)C. Product: [Cl:31][C:28]1[C:27]([NH:32][S:33]([CH3:36])(=[O:35])=[O:34])=[CH:26][C:25]([NH:24][C:2]2[C:7]([C:8]3[N:16]=[C:15]([CH3:17])[N:14]=[C:13]4[C:9]=3[N:10]=[CH:11][NH:12]4)=[CH:6][CH:5]=[CH:4][N:3]=2)=[CH:30][N:29]=1. The catalyst class is: 1. (7) Reactant: [CH2:1]([O:8][CH2:9][C@H:10]([NH:20][C:21](=[O:27])[O:22][C:23]([CH3:26])([CH3:25])[CH3:24])[C:11]1[N:15](CCC#N)[N:14]=[N:13][N:12]=1)[C:2]1[CH:7]=[CH:6][CH:5]=[CH:4][CH:3]=1.N12CCCN=C1CCCCC2.Cl. Product: [CH2:1]([O:8][CH2:9][C@H:10]([NH:20][C:21](=[O:27])[O:22][C:23]([CH3:25])([CH3:24])[CH3:26])[C:11]1[N:12]=[N:13][NH:14][N:15]=1)[C:2]1[CH:3]=[CH:4][CH:5]=[CH:6][CH:7]=1. The catalyst class is: 4. (8) Reactant: [CH:1]1([N:6]2[C:10]([NH2:11])=[C:9]([C:12]([O:14]N3C4=NC=CC=C4N=N3)=O)[C:8]([CH3:24])=[N:7]2)[CH2:5][CH2:4][CH2:3][CH2:2]1.Cl.[NH2:26][CH2:27][C:28]([C:30]1[CH:35]=[CH:34][CH:33]=[CH:32][CH:31]=1)=O.CCN(CC)CC. Product: [CH:1]1([N:6]2[C:10]3[N:11]=[C:28]([C:30]4[CH:35]=[CH:34][CH:33]=[CH:32][CH:31]=4)[CH2:27][NH:26][C:12](=[O:14])[C:9]=3[C:8]([CH3:24])=[N:7]2)[CH2:2][CH2:3][CH2:4][CH2:5]1. The catalyst class is: 1.